Dataset: Forward reaction prediction with 1.9M reactions from USPTO patents (1976-2016). Task: Predict the product of the given reaction. (1) Given the reactants [OH:1][CH2:2]/[CH:3]=[CH:4]/[C@@H:5]([NH:9][C:10](=[O:16])[O:11][C:12]([CH3:15])([CH3:14])[CH3:13])[CH2:6][CH2:7][CH3:8].N1C=CN=C1.[CH3:22][C:23]([Si:26](Cl)([CH3:28])[CH3:27])([CH3:25])[CH3:24].O, predict the reaction product. The product is: [Si:26]([O:1][CH2:2]/[CH:3]=[CH:4]/[C@@H:5]([NH:9][C:10](=[O:16])[O:11][C:12]([CH3:15])([CH3:14])[CH3:13])[CH2:6][CH2:7][CH3:8])([C:23]([CH3:25])([CH3:24])[CH3:22])([CH3:28])[CH3:27]. (2) Given the reactants C(N(CC)CC)C.[Cl:8][C:9]1[C:14]([C:15]#[N:16])=[C:13](Cl)[N:12]=[C:11]([S:18][CH3:19])[N:10]=1.[C:20]([O:24][CH2:25][CH3:26])(=[O:23])[CH2:21][SH:22], predict the reaction product. The product is: [Cl:8][C:9]1[N:10]=[C:11]([S:18][CH3:19])[N:12]=[C:13]([S:22][CH2:21][C:20]([O:24][CH2:25][CH3:26])=[O:23])[C:14]=1[C:15]#[N:16]. (3) The product is: [CH3:23][O:22][CH2:21][CH2:20][N:9]1[C:10]2[C:6](=[CH:5][C:4]([N+:1]([O-:3])=[O:2])=[CH:12][CH:11]=2)[CH:7]=[CH:8]1. Given the reactants [N+:1]([C:4]1[CH:5]=[C:6]2[C:10](=[CH:11][CH:12]=1)[NH:9][CH:8]=[CH:7]2)([O-:3])=[O:2].C([O-])([O-])=O.[Cs+].[Cs+].Br[CH2:20][CH2:21][O:22][CH3:23].O, predict the reaction product. (4) Given the reactants [Cl:1][C:2]1[C:11](Cl)=[N:10][C:9]2[C:4](=[CH:5][CH:6]=[CH:7][CH:8]=2)[N:3]=1.[NH3:13], predict the reaction product. The product is: [NH2:13][C:11]1[C:2]([Cl:1])=[N:3][C:4]2[C:9](=[CH:8][CH:7]=[CH:6][CH:5]=2)[N:10]=1. (5) The product is: [C:49]([O:48][C:47]([NH:46][CH2:45][C:44]1[CH:43]=[C:42]([NH:39][C:40]([O:66][CH2:65][CH2:64][C:61]2[CH:62]=[CH:63][C:58]([Br:57])=[CH:59][C:60]=2[Cl:67])=[O:41])[CH:56]=[CH:55][CH:54]=1)=[O:53])([CH3:51])([CH3:52])[CH3:50]. Given the reactants C(OC(N[C@H](C1C=CC=C(NC(OCCC2C=CC(Br)=CC=2C)=O)C=1)CC(OCC)=O)=O)C1C=CC=CC=1.[N:39]([C:42]1[CH:43]=[C:44]([CH:54]=[CH:55][CH:56]=1)[CH2:45][NH:46][C:47](=[O:53])[O:48][C:49]([CH3:52])([CH3:51])[CH3:50])=[C:40]=[O:41].[Br:57][C:58]1[CH:63]=[CH:62][C:61]([CH2:64][CH2:65][OH:66])=[C:60]([Cl:67])[CH:59]=1, predict the reaction product. (6) Given the reactants [CH3:1][O:2][C:3]1[CH:34]=[CH:33][C:6]([CH2:7][N:8]2[C:12]3[N:13]([CH2:19][CH2:20][CH2:21][N:22]4C(=O)C5C(=CC=CC=5)C4=O)[CH2:14][CH2:15][CH2:16][C:17](=[O:18])[C:11]=3[CH:10]=[N:9]2)=[CH:5][CH:4]=1.NN.Cl.[OH-].[Na+], predict the reaction product. The product is: [NH2:22][CH2:21][CH2:20][CH2:19][N:13]1[CH2:14][CH2:15][CH2:16][C:17](=[O:18])[C:11]2[CH:10]=[N:9][N:8]([CH2:7][C:6]3[CH:5]=[CH:4][C:3]([O:2][CH3:1])=[CH:34][CH:33]=3)[C:12]1=2. (7) Given the reactants [CH3:1][C:2]([C:7]1[NH:8][C:9]2[C:14]([CH:15]=1)=[CH:13][C:12]([N+:16]([O-:18])=[O:17])=[CH:11][CH:10]=2)([CH3:6])[C:3](O)=[O:4].C(Cl)CCl.C1C=CC2N(O)N=[N:29]C=2C=1.[Cl-].[NH4+], predict the reaction product. The product is: [CH3:1][C:2]([C:7]1[NH:8][C:9]2[C:14]([CH:15]=1)=[CH:13][C:12]([N+:16]([O-:18])=[O:17])=[CH:11][CH:10]=2)([CH3:6])[C:3]([NH2:29])=[O:4]. (8) Given the reactants [N+](C1C=CC=CC=1S([N:13]1[CH2:18][CH2:17][N:16]([C:19]2([C:22]([O:24][CH3:25])=[O:23])[CH2:21][CH2:20]2)[CH2:15][CH2:14]1)(=O)=O)([O-])=O.C(=O)([O-])[O-].[K+].[K+].C1(S)C=CC=CC=1.Br[C:40]1[CH:45]=[CH:44][C:43]([C:46]([F:49])([F:48])[F:47])=[CH:42][N:41]=1, predict the reaction product. The product is: [F:47][C:46]([F:49])([F:48])[C:43]1[CH:44]=[CH:45][C:40]([N:13]2[CH2:14][CH2:15][N:16]([C:19]3([C:22]([O:24][CH3:25])=[O:23])[CH2:20][CH2:21]3)[CH2:17][CH2:18]2)=[N:41][CH:42]=1. (9) The product is: [Cl:1][C:2]1[C:10]([O:11][CH2:12][C:13](=[N:15][O:16][CH2:17][CH:18]=[CH2:19])[CH3:14])=[C:9]([S:20]([CH2:23][CH3:24])(=[O:22])=[O:21])[CH:8]=[CH:7][C:3]=1[C:4]([O:6][C:25]1[CH2:30][CH2:29][CH2:28][C:27](=[O:31])[CH:26]=1)=[O:5]. Given the reactants [Cl:1][C:2]1[C:10]([O:11][CH2:12][C:13](=[N:15][O:16][CH2:17][CH:18]=[CH2:19])[CH3:14])=[C:9]([S:20]([CH2:23][CH3:24])(=[O:22])=[O:21])[CH:8]=[CH:7][C:3]=1[C:4]([OH:6])=[O:5].[C:25]1(=O)[CH2:30][CH2:29][CH2:28][C:27](=[O:31])[CH2:26]1.Cl.CN(C)CCCN=C=NCC.CN(C1C=CC=CN=1)C, predict the reaction product.